Task: Predict which catalyst facilitates the given reaction.. Dataset: Catalyst prediction with 721,799 reactions and 888 catalyst types from USPTO (1) Reactant: [OH:1][C@H:2]([C@@H:31]([NH:39][C:40](=[O:63])[C@@H:41]([N:46]1[CH2:50][CH2:49][N:48]([CH2:51][C:52]2[CH:57]=[CH:56][CH:55]=[C:54]([C:58]([OH:61])([CH3:60])[CH3:59])[N:53]=2)[C:47]1=[O:62])[C:42]([CH3:45])([CH3:44])[CH3:43])[CH2:32][C:33]1[CH:38]=[CH:37][CH:36]=[CH:35][CH:34]=1)[CH2:3][C@H:4]([NH:18][C:19]([C@@H:21]([NH:26][C:27](=[O:30])[O:28][CH3:29])[C:22]([CH3:25])([CH3:24])[CH3:23])=[O:20])[CH2:5][C:6]1[CH:11]=[CH:10][C:9]([C:12]2[CH:17]=[CH:16][CH:15]=[CH:14][N:13]=2)=[CH:8][CH:7]=1.[C:64](O[C:64]([O:66][C:67]([CH3:70])([CH3:69])[CH3:68])=[O:65])([O:66][C:67]([CH3:70])([CH3:69])[CH3:68])=[O:65].C(OCC)(=O)C. Product: [C:64](=[O:65])([O:1][C@H:2]([C@@H:31]([NH:39][C:40](=[O:63])[C@@H:41]([N:46]1[CH2:50][CH2:49][N:48]([CH2:51][C:52]2[CH:57]=[CH:56][CH:55]=[C:54]([C:58]([OH:61])([CH3:60])[CH3:59])[N:53]=2)[C:47]1=[O:62])[C:42]([CH3:43])([CH3:44])[CH3:45])[CH2:32][C:33]1[CH:34]=[CH:35][CH:36]=[CH:37][CH:38]=1)[CH2:3][C@H:4]([NH:18][C:19](=[O:20])[C@H:21]([C:22]([CH3:25])([CH3:24])[CH3:23])[NH:26][C:27]([O:28][CH3:29])=[O:30])[CH2:5][C:6]1[CH:7]=[CH:8][C:9]([C:12]2[CH:17]=[CH:16][CH:15]=[CH:14][N:13]=2)=[CH:10][CH:11]=1)[O:66][C:67]([CH3:70])([CH3:69])[CH3:68]. The catalyst class is: 453. (2) Reactant: Cl[C:2]1[C:11](C(F)(F)F)=[N:10][C:9]2[C:4](=[CH:5][C:6]([F:18])=[C:7](OC)[CH:8]=2)[N:3]=1.[CH3:19][O-:20].[Na+]. Product: [F:18][C:6]1[CH:5]=[C:4]2[C:9]([N:10]=[CH:11][C:2]([O:20][CH3:19])=[N:3]2)=[CH:8][CH:7]=1. The catalyst class is: 5. (3) Reactant: [C:1]1([N:7]2[C:12](=O)C3SC=C(C4C=CC=CC=4)C=3N=C2)[CH:6]=[CH:5][CH:4]=[CH:3][CH:2]=1.[NH2:23][C:24]1[C:28]([C:29]2[CH:34]=[CH:33][C:32]([O:35][CH3:36])=[C:31]([O:37][CH3:38])[CH:30]=2)=[CH:27][S:26][C:25]=1[C:39]([O:41]C)=O.C(OCC)(OCC)OCC.[Cl:53]C1C=CC(N)=CC=1. Product: [Cl:53][C:4]1[CH:5]=[CH:6][C:1]([N:7]2[C:39](=[O:41])[C:25]3[S:26][CH:27]=[C:28]([C:29]4[CH:34]=[CH:33][C:32]([O:35][CH3:36])=[C:31]([O:37][CH3:38])[CH:30]=4)[C:24]=3[N:23]=[CH:12]2)=[CH:2][CH:3]=1. The catalyst class is: 15. (4) The catalyst class is: 8. Product: [CH3:13][O:14][CH2:15][CH2:16][N:17]([CH2:18][CH2:19][O:20][CH3:21])[C:2]1[C:7]([N+:8]([O-:10])=[O:9])=[CH:6][CH:5]=[C:4]([O:11][CH3:12])[N:3]=1. Reactant: Cl[C:2]1[C:7]([N+:8]([O-:10])=[O:9])=[CH:6][CH:5]=[C:4]([O:11][CH3:12])[N:3]=1.[CH3:13][O:14][CH2:15][CH2:16][NH:17][CH2:18][CH2:19][O:20][CH3:21]. (5) Reactant: [N+:1]([C:4]1[CH:29]=[CH:28][C:7]2[N:8]([CH:21]([CH2:26][CH3:27])[C:22]([O:24][CH3:25])=[O:23])[C:9](=[N:11][C:12](=[O:20])[C:13]3[CH:18]=[CH:17][C:16]([CH3:19])=[CH:15][CH:14]=3)[S:10][C:6]=2[CH:5]=1)([O-])=O.CN(C)C=O. Product: [NH2:1][C:4]1[CH:29]=[CH:28][C:7]2[N:8]([CH:21]([CH2:26][CH3:27])[C:22]([O:24][CH3:25])=[O:23])[C:9](=[N:11][C:12](=[O:20])[C:13]3[CH:14]=[CH:15][C:16]([CH3:19])=[CH:17][CH:18]=3)[S:10][C:6]=2[CH:5]=1. The catalyst class is: 153. (6) Reactant: [CH2:1]([O:3][C:4](=[O:20])[CH:5]([C:11]1[CH:16]=[C:15]([NH2:17])[C:14]([CH3:18])=[CH:13][C:12]=1[Cl:19])C(OCC)=O)[CH3:2].[Cl-].[Li+]. Product: [CH2:1]([O:3][C:4](=[O:20])[CH2:5][C:11]1[CH:16]=[C:15]([NH2:17])[C:14]([CH3:18])=[CH:13][C:12]=1[Cl:19])[CH3:2]. The catalyst class is: 58. (7) Reactant: [OH:1][C:2]1[CH:15]=[CH:14][C:5]([C:6]([C:8]2[CH:13]=[CH:12][CH:11]=[CH:10][CH:9]=2)=[O:7])=[CH:4][CH:3]=1.Br[CH2:17][CH2:18][CH2:19]Cl.C(=O)([O-])[O-].[K+].[K+].[I-:27].[Na+]. Product: [I:27][CH2:17][CH2:18][CH2:19][O:1][C:2]1[CH:3]=[CH:4][C:5]([C:6]([C:8]2[CH:13]=[CH:12][CH:11]=[CH:10][CH:9]=2)=[O:7])=[CH:14][CH:15]=1. The catalyst class is: 131. (8) Reactant: [Cl:1][C:2]1[CH:24]=[CH:23][CH:22]=[C:21]([Cl:25])[C:3]=1[CH2:4][N:5]1[C:13]2[C:8](=[CH:9][CH:10]=[C:11]([C:14]([F:19])([F:18])[C:15]([OH:17])=[O:16])[CH:12]=2)[C:7]([CH3:20])=[N:6]1.[OH-].[K+:27]. Product: [Cl:1][C:2]1[CH:24]=[CH:23][CH:22]=[C:21]([Cl:25])[C:3]=1[CH2:4][N:5]1[C:13]2[C:8](=[CH:9][CH:10]=[C:11]([C:14]([F:19])([F:18])[C:15]([O-:17])=[O:16])[CH:12]=2)[C:7]([CH3:20])=[N:6]1.[K+:27]. The catalyst class is: 8. (9) Reactant: C[O:2][C:3]([CH2:5][C:6]1([CH:12]([C:17](OC)=[O:18])[C:13](OC)=[O:14])[CH2:11][CH2:10][CH2:9][CH2:8][CH2:7]1)=O.[H-].[Al+3].[Li+].[H-].[H-].[H-].C(OCC)C.[OH-].[Na+]. Product: [OH:2][CH2:3][CH2:5][C:6]1([CH:12]([CH2:13][OH:14])[CH2:17][OH:18])[CH2:11][CH2:10][CH2:9][CH2:8][CH2:7]1. The catalyst class is: 30.